The task is: Predict the reactants needed to synthesize the given product.. This data is from Full USPTO retrosynthesis dataset with 1.9M reactions from patents (1976-2016). (1) Given the product [CH:7]1([C@@H:5]2[N:4]([C:12]3[CH:19]=[CH:18][C:15]([C:16]#[N:17])=[C:14]([CH3:20])[N:13]=3)[N:3]=[C:2]([C:29]3[CH:30]=[C:31]4[C:36](=[CH:37][CH:38]=3)[NH:35][C:34](=[O:39])[NH:33][CH2:32]4)[CH2:6]2)[CH2:11][CH2:10][CH2:9][CH2:8]1, predict the reactants needed to synthesize it. The reactants are: Cl[C:2]1[CH2:6][C@H:5]([CH:7]2[CH2:11][CH2:10][CH2:9][CH2:8]2)[N:4]([C:12]2[CH:19]=[CH:18][C:15]([C:16]#[N:17])=[C:14]([CH3:20])[N:13]=2)[N:3]=1.CC1(C)C(C)(C)OB([C:29]2[CH:30]=[C:31]3[C:36](=[CH:37][CH:38]=2)[NH:35][C:34](=[O:39])[NH:33][CH2:32]3)O1. (2) The reactants are: [Cl:1][C:2]1[CH:3]=[C:4]([CH:19]=[CH:20][C:21]=1[C:22](O)=[O:23])[C:5]([NH:7][CH2:8][C:9]1[NH:13][C:12]2[CH:14]=[CH:15][C:16]([Cl:18])=[CH:17][C:11]=2[N:10]=1)=[O:6].[NH:25]1[CH2:30][CH2:29][CH2:28][CH:27]([CH2:31][CH2:32][NH:33]C(=O)OC(C)(C)C)[CH2:26]1.CN(C(ON1N=NC2C=CC=CC1=2)=[N+](C)C)C.[B-](F)(F)(F)F.FC(F)(F)C(O)=O. Given the product [NH2:33][CH2:32][CH2:31][CH:27]1[CH2:28][CH2:29][CH2:30][N:25]([C:22]([C:21]2[CH:20]=[CH:19][C:4]([C:5]([NH:7][CH2:8][C:9]3[NH:13][C:12]4[CH:14]=[CH:15][C:16]([Cl:18])=[CH:17][C:11]=4[N:10]=3)=[O:6])=[CH:3][C:2]=2[Cl:1])=[O:23])[CH2:26]1, predict the reactants needed to synthesize it. (3) Given the product [CH:1]1([C:7]2[CH:31]=[CH:30][C:10]([CH2:11][O:12][C:13]3[CH:18]=[CH:17][C:16]([C:19]4[CH:24]=[CH:23][C:22]([F:25])=[CH:21][C:20]=4[F:26])=[CH:15][C:14]=3[CH2:27][CH2:28][NH2:29])=[CH:9][CH:8]=2)[CH2:2][CH2:3][CH2:4][CH2:5][CH2:6]1, predict the reactants needed to synthesize it. The reactants are: [CH:1]1([C:7]2[CH:31]=[CH:30][C:10]([CH2:11][O:12][C:13]3[CH:18]=[CH:17][C:16]([C:19]4[CH:24]=[CH:23][C:22]([F:25])=[CH:21][C:20]=4[F:26])=[CH:15][C:14]=3[CH2:27][C:28]#[N:29])=[CH:9][CH:8]=2)[CH2:6][CH2:5][CH2:4][CH2:3][CH2:2]1.Cl.[OH-].[Na+]. (4) The reactants are: ClS([C:5]1[CH:6]=[CH:7][C:8]([F:14])=[C:9]([CH:13]=1)[C:10]([OH:12])=[O:11])(=O)=O.N1(C(OC(C)(C)C)=O)CCNCC1. Given the product [F:14][C:8]1[CH:7]=[CH:6][CH:5]=[CH:13][C:9]=1[C:10]([OH:12])=[O:11], predict the reactants needed to synthesize it. (5) Given the product [F:21][C:18]1[CH:19]=[CH:20][C:15]([C:12]2[C:13](=[O:14])[N:6]3[CH:5]([C:3]([OH:4])=[O:2])[CH2:10][CH2:9][CH2:8][N:7]3[C:11]=2[C:22]2[CH:27]=[CH:26][N:25]=[C:24]([O:28][C:29]3[CH:30]=[CH:31][CH:32]=[CH:33][CH:34]=3)[N:23]=2)=[CH:16][CH:17]=1, predict the reactants needed to synthesize it. The reactants are: C[O:2][C:3]([CH:5]1[CH2:10][CH2:9][CH2:8][N:7]2[C:11]([C:22]3[CH:27]=[CH:26][N:25]=[C:24]([O:28][C:29]4[CH:34]=[CH:33][CH:32]=[CH:31][CH:30]=4)[N:23]=3)=[C:12]([C:15]3[CH:20]=[CH:19][C:18]([F:21])=[CH:17][CH:16]=3)[C:13](=[O:14])[N:6]12)=[O:4].O.[Li+].[OH-]. (6) Given the product [F:22][C:19]1[CH:20]=[CH:21][C:16]([C:3]2[C:2]([N:25]3[CH2:26][CH2:27][CH2:28][C@@H:24]3[CH3:23])=[N:11][C:10]3[C:5](=[CH:6][CH:7]=[C:8]([C:12]([O:14][CH2:15][CH2:29][CH2:30][CH3:31])=[O:13])[CH:9]=3)[N:4]=2)=[CH:17][CH:18]=1, predict the reactants needed to synthesize it. The reactants are: Cl[C:2]1[C:3]([C:16]2[CH:21]=[CH:20][C:19]([F:22])=[CH:18][CH:17]=2)=[N:4][C:5]2[C:10]([N:11]=1)=[CH:9][C:8]([C:12]([O:14][CH3:15])=[O:13])=[CH:7][CH:6]=2.[CH3:23][C@H:24]1[CH2:28][CH2:27][CH2:26][NH:25]1.[CH2:29](O)[CH2:30][CH2:31]C. (7) Given the product [F:16][C:17]1[CH:18]=[C:19]([CH:22]=[CH:23][CH:24]=1)[CH2:20][O:1][C:2]1[CH:3]=[CH:4][C:5]([O:6][C:7]([CH3:12])([CH3:13])[C:8]([NH:10][CH3:11])=[O:9])=[CH:14][CH:15]=1, predict the reactants needed to synthesize it. The reactants are: [OH:1][C:2]1[CH:15]=[CH:14][C:5]([O:6][C:7]([CH3:13])([CH3:12])[C:8]([NH:10][CH3:11])=[O:9])=[CH:4][CH:3]=1.[F:16][C:17]1[CH:18]=[C:19]([CH:22]=[CH:23][CH:24]=1)[CH2:20]Br.C(=O)([O-])[O-].[K+].[K+]. (8) Given the product [C:11]([O:10][CH:5]1[CH2:6][C:7]([CH3:9])([CH3:8])[N:2]([O:1][P:27]([C:29]2[CH:30]=[CH:31][CH:32]=[CH:33][CH:34]=2)([C:21]2[CH:26]=[CH:25][CH:24]=[CH:23][CH:22]=2)=[O:28])[C:3]([CH3:20])([CH3:19])[CH2:4]1)(=[O:18])[C:12]1[CH:17]=[CH:16][CH:15]=[CH:14][CH:13]=1, predict the reactants needed to synthesize it. The reactants are: [OH:1][N:2]1[C:7]([CH3:9])([CH3:8])[CH2:6][CH:5]([O:10][C:11](=[O:18])[C:12]2[CH:17]=[CH:16][CH:15]=[CH:14][CH:13]=2)[CH2:4][C:3]1([CH3:20])[CH3:19].[C:21]1([P:27](Cl)([C:29]2[CH:34]=[CH:33][CH:32]=[CH:31][CH:30]=2)=[O:28])[CH:26]=[CH:25][CH:24]=[CH:23][CH:22]=1. (9) Given the product [C:1]([C:3]1[CH:8]=[CH:7][C:6]([C:9]2[CH:10]=[N:11][N:12]([C:15]3[CH:23]=[CH:22][C:18]([C:19]([NH:31][CH2:30][CH:26]4[CH2:27][CH2:28][CH2:29][O:25]4)=[O:21])=[CH:17][N:16]=3)[C:13]=2[OH:14])=[C:5]([CH3:24])[CH:4]=1)#[N:2], predict the reactants needed to synthesize it. The reactants are: [C:1]([C:3]1[CH:8]=[CH:7][C:6]([C:9]2[CH:10]=[N:11][N:12]([C:15]3[CH:23]=[CH:22][C:18]([C:19]([OH:21])=O)=[CH:17][N:16]=3)[C:13]=2[OH:14])=[C:5]([CH3:24])[CH:4]=1)#[N:2].[O:25]1[CH2:29][CH2:28][CH2:27][CH:26]1[CH2:30][NH2:31].